This data is from Catalyst prediction with 721,799 reactions and 888 catalyst types from USPTO. The task is: Predict which catalyst facilitates the given reaction. (1) Reactant: [C:1]1([C:7]2[CH:8]=[CH:9][C:10]3[O:16][CH2:15][CH2:14][N:13](C(OC(C)(C)C)=O)[CH2:12][C:11]=3[CH:24]=2)[CH:6]=[CH:5][CH:4]=[CH:3][CH:2]=1.C(OCC)(=O)C.[ClH:31]. Product: [ClH:31].[C:1]1([C:7]2[CH:8]=[CH:9][C:10]3[O:16][CH2:15][CH2:14][NH:13][CH2:12][C:11]=3[CH:24]=2)[CH:2]=[CH:3][CH:4]=[CH:5][CH:6]=1. The catalyst class is: 13. (2) Reactant: [H-].[Na+].[CH2:3]([C:5]1[CH:10]=[C:9]([CH3:11])[CH:8]=[C:7]([CH2:12][CH3:13])[C:6]=1[C:14](=O)[C:15]([N:17]([CH3:24])[N:18]=[C:19]([CH3:23])[CH2:20][S:21][CH3:22])=[O:16])[CH3:4].O. Product: [CH2:3]([C:5]1[CH:10]=[C:9]([CH3:11])[CH:8]=[C:7]([CH2:12][CH3:13])[C:6]=1[C:14]1[C:15](=[O:16])[N:17]([CH3:24])[N:18]=[C:19]([CH3:23])[C:20]=1[S:21][CH3:22])[CH3:4]. The catalyst class is: 7. (3) Reactant: Cl.[NH2:2][C@H:3]1[CH2:7][CH2:6][CH2:5][C@H:4]1[C:8]([O:10][CH3:11])=[O:9].C([O-])(=O)C.[Na+].[F:17][C:18]1[CH:25]=[CH:24][C:21]([CH:22]=O)=[CH:20][CH:19]=1.C([BH3-])#N.[Na+].C(=O)(O)[O-].[Na+]. Product: [F:17][C:18]1[CH:25]=[CH:24][C:21]([CH2:22][NH:2][C@H:3]2[CH2:7][CH2:6][CH2:5][C@H:4]2[C:8]([O:10][CH3:11])=[O:9])=[CH:20][CH:19]=1. The catalyst class is: 125. (4) Reactant: [I:1][C:2]1[C:6]([C:7](OCC)=[O:8])=[CH:5][N:4]([CH:12]([CH3:14])[CH3:13])[N:3]=1.[H-].C([Al+]CC(C)C)C(C)C. Product: [I:1][C:2]1[C:6]([CH2:7][OH:8])=[CH:5][N:4]([CH:12]([CH3:14])[CH3:13])[N:3]=1. The catalyst class is: 7. (5) Reactant: [F:1][C:2]1[C:3]([C:13]#[N:14])=[CH:4][C:5]2[S:9][C:8]([S:10][CH3:11])=[N:7][C:6]=2[CH:12]=1.[H-].[Al+3].[Li+].[H-].[H-].[H-].O.[OH-].[Na+]. Product: [F:1][C:2]1[C:3]([CH2:13][NH2:14])=[CH:4][C:5]2[S:9][C:8]([S:10][CH3:11])=[N:7][C:6]=2[CH:12]=1. The catalyst class is: 1.